Dataset: Forward reaction prediction with 1.9M reactions from USPTO patents (1976-2016). Task: Predict the product of the given reaction. (1) Given the reactants [C:1]([O:5][C:6](=[O:10])[C:7]([F:9])=[CH2:8])([CH3:4])([CH3:3])[CH3:2].[CH2:11]([Zn]CC)C.ClCI.[Cl-].[NH4+], predict the reaction product. The product is: [C:1]([O:5][C:6]([C:7]1([F:9])[CH2:11][CH2:8]1)=[O:10])([CH3:4])([CH3:3])[CH3:2]. (2) Given the reactants N1C=CC=CC=1C1N=NN(C2C=CC(NC3C4N(C=CN=4)C(C4C=CC(C(N)=O)=CC=4)=CN=3)=CC=2)C=1.[N+:37]([C:40]1[N:45]=[CH:44][C:43]([N:46]2[CH2:51][CH2:50][O:49][CH2:48][CH2:47]2)=[CH:42][CH:41]=1)([O-])=O.O.O.[Sn](Cl)Cl, predict the reaction product. The product is: [N:46]1([C:43]2[CH:42]=[CH:41][C:40]([NH2:37])=[N:45][CH:44]=2)[CH2:51][CH2:50][O:49][CH2:48][CH2:47]1. (3) Given the reactants [Cl:1][C:2]1[N:7]=[C:6]([C:8]([NH:10][C:11]2[CH:15]=[CH:14][N:13]([CH3:16])[N:12]=2)=[O:9])[C:5](F)=[CH:4][CH:3]=1.[CH3:18][O:19][C:20]1[CH:25]=[CH:24][C:23]([CH2:26][SH:27])=[CH:22][CH:21]=1.C(O[K])(C)(C)C.[Cl-].[NH4+], predict the reaction product. The product is: [Cl:1][C:2]1[N:7]=[C:6]([C:8]([NH:10][C:11]2[CH:15]=[CH:14][N:13]([CH3:16])[N:12]=2)=[O:9])[C:5]([S:27][CH2:26][C:23]2[CH:24]=[CH:25][C:20]([O:19][CH3:18])=[CH:21][CH:22]=2)=[CH:4][CH:3]=1. (4) Given the reactants [C:1]([O:5][C:6]([N:8]1[CH2:13][CH2:12][N:11]([C:14](=[O:31])[CH2:15][O:16][C:17]2[C:26]3[C:21](=[CH:22][C:23]([CH3:27])=[CH:24][CH:25]=3)[N:20]=[C:19]([C:28](O)=[O:29])[CH:18]=2)[CH2:10][CH2:9]1)=[O:7])([CH3:4])([CH3:3])[CH3:2].CCN(C(C)C)C(C)C.CN(C(ON1N=NC2C=CC=NC1=2)=[N+](C)C)C.F[P-](F)(F)(F)(F)F.[CH2:65]([O:69][C:70]([N:72]1[CH2:77][CH2:76][N:75]([C:78](=[O:83])[C@@H:79]([NH2:82])[CH2:80][F:81])[CH2:74][CH2:73]1)=[O:71])[CH2:66][CH2:67][CH3:68], predict the reaction product. The product is: [CH2:65]([O:69][C:70]([N:72]1[CH2:73][CH2:74][N:75]([C:78](=[O:83])[C@@H:79]([NH:82][C:28]([C:19]2[CH:18]=[C:17]([O:16][CH2:15][C:14]([N:11]3[CH2:12][CH2:13][N:8]([C:6]([O:5][C:1]([CH3:4])([CH3:2])[CH3:3])=[O:7])[CH2:9][CH2:10]3)=[O:31])[C:26]3[C:21](=[CH:22][C:23]([CH3:27])=[CH:24][CH:25]=3)[N:20]=2)=[O:29])[CH2:80][F:81])[CH2:76][CH2:77]1)=[O:71])[CH2:66][CH2:67][CH3:68].